This data is from HIV replication inhibition screening data with 41,000+ compounds from the AIDS Antiviral Screen. The task is: Binary Classification. Given a drug SMILES string, predict its activity (active/inactive) in a high-throughput screening assay against a specified biological target. (1) The molecule is CC1=Nc2ccccc2S(=O)(O)=N1. The result is 0 (inactive). (2) The drug is CC(=O)Nc1cc2cc(NS(=O)(=O)c3cc(C(F)(F)F)cc(C(F)(F)F)c3)ccc2oc1=O. The result is 0 (inactive). (3) The molecule is COc1ccc(-c2nnc3n(C)c4ccccc4n3c2=O)cc1. The result is 0 (inactive). (4) The drug is COC(=O)c1c(C)cccc1C1CN=NC12Cc1cc(C)cc(C)c1C2=O. The result is 0 (inactive). (5) The drug is CCCC1(NC(=O)C(F)(F)F)CC(OC)OC2COC(c3ccccc3)OC21. The result is 0 (inactive). (6) The molecule is COc1ccc(C=C2NC(=S)N(CN3CCCCC3)C2=O)cc1. The result is 0 (inactive).